This data is from CYP2C19 inhibition data for predicting drug metabolism from PubChem BioAssay. The task is: Regression/Classification. Given a drug SMILES string, predict its absorption, distribution, metabolism, or excretion properties. Task type varies by dataset: regression for continuous measurements (e.g., permeability, clearance, half-life) or binary classification for categorical outcomes (e.g., BBB penetration, CYP inhibition). Dataset: cyp2c19_veith. The drug is COc1ccc(NC2=NC(=S)N(c3ccc(C)cc3)C23CCCCC3)cc1. The result is 0 (non-inhibitor).